This data is from Full USPTO retrosynthesis dataset with 1.9M reactions from patents (1976-2016). The task is: Predict the reactants needed to synthesize the given product. (1) Given the product [OH:13][C:9]1[CH:10]=[CH:11][C:12]2[C:3]([CH2:4][C:5]([OH:14])=[O:18])=[CH:2][O:6][C:7]=2[CH:8]=1, predict the reactants needed to synthesize it. The reactants are: Cl[CH2:2][C:3]1[C:12]2[C:7](=[CH:8][C:9]([OH:13])=[CH:10][CH:11]=2)[O:6][C:5](=[O:14])[CH:4]=1.[OH-].[Na+].S(=O)(=O)(O)[OH:18]. (2) Given the product [NH2:27][C:12]([C:10]1[CH:11]=[C:2]([I:1])[CH:3]=[C:4]2[C:9]=1[N:8]=[CH:7][N:6]([C:15]1[CH:20]=[C:19]([CH:18]=[CH:17][C:16]=1[CH3:25])[C:21]([O:23][CH3:24])=[O:22])[C:5]2=[O:26])=[O:14], predict the reactants needed to synthesize it. The reactants are: [I:1][C:2]1[CH:3]=[C:4]2[C:9](=[C:10]([C:12]([OH:14])=O)[CH:11]=1)[N:8]=[CH:7][N:6]([C:15]1[CH:20]=[C:19]([C:21]([O:23][CH3:24])=[O:22])[CH:18]=[CH:17][C:16]=1[CH3:25])[C:5]2=[O:26].[N:27]1C=CC=CC=1.C(OC(OC(C)(C)C)=O)(OC(C)(C)C)=O. (3) The reactants are: [F:1][C:2]1[CH:12]=[CH:11][C:5]([C:6]([N:8]=[C:9]=[O:10])=O)=[CH:4][C:3]=1[C:13]([F:16])([F:15])[F:14].[Cl:17][C:18]1[CH:23]=[CH:22][C:21]([CH2:24][NH:25][C:26](=[O:31])[C:27]([CH3:30])([CH3:29])[CH3:28])=[CH:20][C:19]=1[NH:32][NH:33]C(OC(C)(C)C)=O.FC(F)(F)C(O)=O. Given the product [Cl:17][C:18]1[CH:23]=[CH:22][C:21]([CH2:24][NH:25][C:26](=[O:31])[C:27]([CH3:30])([CH3:29])[CH3:28])=[CH:20][C:19]=1[N:32]1[C:9](=[O:10])[NH:8][C:6]([C:5]2[CH:11]=[CH:12][C:2]([F:1])=[C:3]([C:13]([F:16])([F:15])[F:14])[CH:4]=2)=[N:33]1, predict the reactants needed to synthesize it. (4) The reactants are: [N+:1]([C:4]1[CH:5]=[CH:6][C:7]2[CH2:10][CH:9]([C:11]([O:13][CH3:14])=[O:12])[C:8]=2[CH:15]=1)([O-])=O. Given the product [NH2:1][C:4]1[CH:5]=[CH:6][C:7]2[CH2:10][CH:9]([C:11]([O:13][CH3:14])=[O:12])[C:8]=2[CH:15]=1, predict the reactants needed to synthesize it. (5) Given the product [NH2:1][C:2]1[CH:3]=[C:4]([CH:8]=[C:9]([CH:11]2[CH2:16][CH2:15][O:14][CH2:13][CH2:12]2)[CH:10]=1)[C:5]([OH:7])=[O:6], predict the reactants needed to synthesize it. The reactants are: [NH2:1][C:2]1[CH:3]=[C:4]([CH:8]=[C:9]([C:11]2[CH2:12][CH2:13][O:14][CH2:15][CH:16]=2)[CH:10]=1)[C:5]([OH:7])=[O:6]. (6) Given the product [O:1]1[C@H:3]([CH2:4][O:5][C:6]2[CH:11]=[CH:10][C:9]([O:12][CH2:13][C:14]3[CH:15]=[CH:16][CH:17]=[CH:18][CH:19]=3)=[C:8]([CH2:20][OH:21])[CH:7]=2)[CH2:2]1, predict the reactants needed to synthesize it. The reactants are: [O:1]1[C@H:3]([CH2:4][O:5][C:6]2[CH:11]=[CH:10][C:9]([O:12][CH2:13][C:14]3[CH:19]=[CH:18][CH:17]=[CH:16][CH:15]=3)=[C:8]([CH:20]=[O:21])[CH:7]=2)[CH2:2]1.[BH4-].[Na+]. (7) Given the product [C:46]([O:50][C:51]([NH:53][CH2:54][C:55]([O:27][C@H:22]1[CH2:23][CH2:24][CH2:25][CH2:26][C@@H:21]1[NH:20][C:13]1[CH:12]=[C:11]([N:8]2[C:9]3[CH2:10][C:2]([CH3:33])([CH3:1])[CH2:3][C:4](=[O:32])[C:5]=3[C:6]([C:28]([F:30])([F:31])[F:29])=[N:7]2)[CH:19]=[CH:18][C:14]=1[C:15](=[O:16])[NH2:17])=[O:56])=[O:52])([CH3:49])([CH3:48])[CH3:47], predict the reactants needed to synthesize it. The reactants are: [CH3:1][C:2]1([CH3:33])[CH2:10][C:9]2[N:8]([C:11]3[CH:19]=[CH:18][C:14]([C:15]([NH2:17])=[O:16])=[C:13]([NH:20][C@H:21]4[CH2:26][CH2:25][CH2:24][CH2:23][C@@H:22]4[OH:27])[CH:12]=3)[N:7]=[C:6]([C:28]([F:31])([F:30])[F:29])[C:5]=2[C:4](=[O:32])[CH2:3]1.Cl.CN(C)CCCN=C=NCC.[C:46]([O:50][C:51]([NH:53][CH2:54][C:55](O)=[O:56])=[O:52])([CH3:49])([CH3:48])[CH3:47].